Dataset: Forward reaction prediction with 1.9M reactions from USPTO patents (1976-2016). Task: Predict the product of the given reaction. (1) Given the reactants C[O:2][C:3]([C:5]1[C:6]([C:14]2[CH:19]=[CH:18][CH:17]=[CH:16][C:15]=2[N+:20]([O-:22])=[O:21])=[CH:7][CH:8]=[C:9]([C:11](=[S:13])[NH2:12])[CH:10]=1)=[O:4].[CH3:23][O:24][C:25]1[CH:30]=[C:29]([C:31]([CH2:33]Br)=O)[CH:28]=[CH:27][CH:26]=1, predict the reaction product. The product is: [CH3:23][O:24][C:25]1[CH:30]=[C:29]([C:31]2[N:12]=[C:11]([C:9]3[CH:10]=[C:5]([C:3]([OH:2])=[O:4])[C:6]([C:14]4[CH:19]=[CH:18][CH:17]=[CH:16][C:15]=4[N+:20]([O-:22])=[O:21])=[CH:7][CH:8]=3)[S:13][CH:33]=2)[CH:28]=[CH:27][CH:26]=1. (2) Given the reactants Br.Br[CH:3]1[C:8](=O)[CH2:7][CH2:6][NH:5][CH2:4]1.[F:10][C:11]1[CH:16]=[C:15]([OH:17])[CH:14]=[CH:13][C:12]=1[C:18](=[S:20])[NH2:19], predict the reaction product. The product is: [F:10][C:11]1[CH:16]=[C:15]([OH:17])[CH:14]=[CH:13][C:12]=1[C:18]1[S:20][C:3]2[CH2:4][NH:5][CH2:6][CH2:7][C:8]=2[N:19]=1. (3) Given the reactants C([O:5][C:6](=[O:43])[CH2:7][CH2:8][NH:9][C:10](=[O:42])[C:11]1[CH:16]=[CH:15][C:14]([O:17][CH:18]([C:26]2[CH:31]=[CH:30][C:29]([C:32]3[CH:37]=[CH:36][C:35]([C:38]([F:41])([F:40])[F:39])=[CH:34][CH:33]=3)=[CH:28][CH:27]=2)[CH2:19][CH:20]2[CH2:25][CH2:24][CH2:23][CH2:22][CH2:21]2)=[CH:13][CH:12]=1)(C)(C)C.[Li+].[OH-].Cl, predict the reaction product. The product is: [CH:20]1([CH2:19][CH:18]([C:26]2[CH:27]=[CH:28][C:29]([C:32]3[CH:37]=[CH:36][C:35]([C:38]([F:39])([F:40])[F:41])=[CH:34][CH:33]=3)=[CH:30][CH:31]=2)[O:17][C:14]2[CH:15]=[CH:16][C:11]([C:10]([NH:9][CH2:8][CH2:7][C:6]([OH:43])=[O:5])=[O:42])=[CH:12][CH:13]=2)[CH2:25][CH2:24][CH2:23][CH2:22][CH2:21]1. (4) Given the reactants Cl[C:2]1[C:3]2[C:10]([C:11]3[CH:16]=[CH:15][CH:14]=[CH:13][CH:12]=3)=[CH:9][S:8][C:4]=2[N:5]=[CH:6][N:7]=1.[CH2:17]([NH2:23])[C:18]1[O:22][CH:21]=[CH:20][CH:19]=1.C(N(CC)CC)C.C(O)C, predict the reaction product. The product is: [O:22]1[CH:21]=[CH:20][CH:19]=[C:18]1[CH2:17][NH:23][C:2]1[C:3]2[C:10]([C:11]3[CH:16]=[CH:15][CH:14]=[CH:13][CH:12]=3)=[CH:9][S:8][C:4]=2[N:5]=[CH:6][N:7]=1. (5) Given the reactants [C:1]([CH2:3][C:4]([N:6]1[CH2:10][CH2:9][CH2:8][C@@H:7]1[CH2:11][N:12]1[C:16]2[CH:17]=[CH:18][C:19]([CH2:21][NH:22][CH2:23][C:24]([CH3:27])([CH3:26])[CH3:25])=[CH:20][C:15]=2[N:14]=[C:13]1[NH:28][C:29]([C:31]1[O:35][N:34]=[CH:33][CH:32]=1)=[O:30])=[O:5])#[N:2].[CH3:36][CH:37]([CH3:40])[CH:38]=O.N1CCCC1.Cl[Si](C)(C)C, predict the reaction product. The product is: [C:1]([C:3](=[CH:36][CH:37]([CH3:40])[CH3:38])[C:4]([N:6]1[CH2:10][CH2:9][CH2:8][C@@H:7]1[CH2:11][N:12]1[C:16]2[CH:17]=[CH:18][C:19]([CH2:21][NH:22][CH2:23][C:24]([CH3:27])([CH3:26])[CH3:25])=[CH:20][C:15]=2[N:14]=[C:13]1[NH:28][C:29]([C:31]1[O:35][N:34]=[CH:33][CH:32]=1)=[O:30])=[O:5])#[N:2].